This data is from Forward reaction prediction with 1.9M reactions from USPTO patents (1976-2016). The task is: Predict the product of the given reaction. (1) Given the reactants [O:1]1[C:5]2=[CH:6][CH:7]=[CH:8][C:9]([C:10]([OH:12])=[O:11])=[C:4]2[CH:3]=[CH:2]1.C([Li])(C)(C)C.[I:18]I.C(Cl)Cl.CO, predict the reaction product. The product is: [I:18][C:2]1[O:1][C:5]2[C:4](=[C:9]([C:10]([OH:12])=[O:11])[CH:8]=[CH:7][CH:6]=2)[CH:3]=1. (2) Given the reactants [CH3:1][O:2][C:3]1[N:8]=[CH:7][C:6]([NH2:9])=[CH:5][C:4]=1[CH3:10].[N+:11]([O-:14])(O)=[O:12].[OH-].[Na+].[C:17](O)(=[O:19])[CH3:18], predict the reaction product. The product is: [CH3:1][O:2][C:3]1[N:8]=[C:7]([N+:11]([O-:14])=[O:12])[C:6]([NH:9][C:17](=[O:19])[CH3:18])=[CH:5][C:4]=1[CH3:10]. (3) Given the reactants [CH3:1][O:2][C:3](=[O:13])[CH:4]([C:6]1[CH:11]=[CH:10][C:9]([NH2:12])=[CH:8][CH:7]=1)[CH3:5].[CH3:14][O:15][C:16]1[CH:21]=[CH:20][C:19]([CH3:22])=[CH:18][C:17]=1[S:23]([N:26]1[C:35]2[C:30](=[CH:31][CH:32]=[C:33]([C:36](O)=[O:37])[CH:34]=2)[CH2:29][CH2:28][CH2:27]1)(=[O:25])=[O:24], predict the reaction product. The product is: [CH3:1][O:2][C:3](=[O:13])[CH:4]([C:6]1[CH:11]=[CH:10][C:9]([NH:12][C:36]([C:33]2[CH:34]=[C:35]3[C:30]([CH2:29][CH2:28][CH2:27][N:26]3[S:23]([C:17]3[CH:18]=[C:19]([CH3:22])[CH:20]=[CH:21][C:16]=3[O:15][CH3:14])(=[O:25])=[O:24])=[CH:31][CH:32]=2)=[O:37])=[CH:8][CH:7]=1)[CH3:5].